This data is from Forward reaction prediction with 1.9M reactions from USPTO patents (1976-2016). The task is: Predict the product of the given reaction. (1) Given the reactants [C:1]([O:5][C:6](=[O:25])/[CH:7]=[CH:8]/[C:9]1[CH:13]=[CH:12][N:11]([S:14]([C:17]2[CH:22]=[CH:21][C:20]([CH2:23]Br)=[CH:19][CH:18]=2)(=[O:16])=[O:15])[CH:10]=1)([CH3:4])([CH3:3])[CH3:2].[NH:26]1[CH2:31][CH2:30][O:29][CH2:28][CH2:27]1, predict the reaction product. The product is: [C:1]([O:5][C:6](=[O:25])/[CH:7]=[CH:8]/[C:9]1[CH:13]=[CH:12][N:11]([S:14]([C:17]2[CH:22]=[CH:21][C:20]([CH2:23][N:26]3[CH2:31][CH2:30][O:29][CH2:28][CH2:27]3)=[CH:19][CH:18]=2)(=[O:16])=[O:15])[CH:10]=1)([CH3:4])([CH3:3])[CH3:2]. (2) The product is: [Cl:1][C:2]1[C:3]([CH3:26])=[C:4]([CH:20]2[CH2:24][C:23](=[O:25])[N:22]([CH3:29])[CH2:21]2)[C:5]([O:18][CH3:19])=[C:6]([CH:8]([NH:10][C:11](=[O:17])[O:12][C:13]([CH3:16])([CH3:14])[CH3:15])[CH3:9])[CH:7]=1. Given the reactants [Cl:1][C:2]1[C:3]([CH3:26])=[C:4]([CH:20]2[CH2:24][C:23](=[O:25])[NH:22][CH2:21]2)[C:5]([O:18][CH3:19])=[C:6]([CH:8]([NH:10][C:11](=[O:17])[O:12][C:13]([CH3:16])([CH3:15])[CH3:14])[CH3:9])[CH:7]=1.[H-].[Na+].[CH3:29]I, predict the reaction product. (3) Given the reactants [C:1]([N:4]1[C:13]2[C:8](=[CH:9][C:10]([C:16]([O:18]C)=[O:17])=[C:11]([O:14][CH3:15])[CH:12]=2)[CH:7]([NH:20][C:21]2[N:26]=[C:25]([CH3:27])[CH:24]=[CH:23][N:22]=2)[CH:6]([CH3:28])[CH:5]1[CH:29]1[CH2:31][CH2:30]1)(=[O:3])[CH3:2].C(N1C2C(=CC(C(OC)=O)=C(OC)C=2)C(N)C(C)C1C1CC1)(=O)C.[OH-].[Li+].Cl, predict the reaction product. The product is: [C:1]([N:4]1[C:13]2[C:8](=[CH:9][C:10]([C:16]([OH:18])=[O:17])=[C:11]([O:14][CH3:15])[CH:12]=2)[CH:7]([NH:20][C:21]2[N:26]=[C:25]([CH3:27])[CH:24]=[CH:23][N:22]=2)[CH:6]([CH3:28])[CH:5]1[CH:29]1[CH2:30][CH2:31]1)(=[O:3])[CH3:2]. (4) Given the reactants [CH2:1]([N:3]1[C:14](=[O:15])[C:12]2[N:13]3[C:8](=[CH:9][C:10](=[O:18])[C:11]=2[O:16][CH3:17])[CH2:7][CH2:6][CH:5]3[CH2:4]1)[CH3:2].[Li+].C[Si]([N-][Si](C)(C)C)(C)C.C1(S(N2C(C3C=CC=CC=3)O2)(=O)=[O:36])C=CC=CC=1, predict the reaction product. The product is: [CH2:1]([N:3]1[C:14](=[O:15])[C:12]2[N:13]3[C:8](=[CH:9][C:10](=[O:18])[C:11]=2[O:16][CH3:17])[CH:7]([OH:36])[CH2:6][CH:5]3[CH2:4]1)[CH3:2]. (5) Given the reactants [C:1]([O:5][C:6](=[O:33])[CH2:7][CH2:8][C:9]1[CH:14]=[CH:13][C:12]([O:15][CH2:16][CH2:17][C:18]2[N:19]=[C:20]([C:24]3[CH:29]=[CH:28][CH:27]=[CH:26][CH:25]=3)[O:21][C:22]=2[CH3:23])=[CH:11][C:10]=1[CH2:30][NH:31][CH3:32])([CH3:4])([CH3:3])[CH3:2].C(N(CC)CC)C.[Cl:41][C:42]1[S:43][C:44]([Cl:50])=[CH:45][C:46]=1[C:47](Cl)=[O:48], predict the reaction product. The product is: [C:1]([O:5][C:6](=[O:33])[CH2:7][CH2:8][C:9]1[CH:14]=[CH:13][C:12]([O:15][CH2:16][CH2:17][C:18]2[N:19]=[C:20]([C:24]3[CH:25]=[CH:26][CH:27]=[CH:28][CH:29]=3)[O:21][C:22]=2[CH3:23])=[CH:11][C:10]=1[CH2:30][N:31]([C:47]([C:46]1[CH:45]=[C:44]([Cl:50])[S:43][C:42]=1[Cl:41])=[O:48])[CH3:32])([CH3:4])([CH3:3])[CH3:2]. (6) Given the reactants [S:1]1[CH:5]=[CH:4][C:3]([C:6]2[CH:7]=[N:8][C:9](N)=[N:10][CH:11]=2)=[CH:2]1.[FH:13].N(OC(C)(C)C)=O.C(=O)(O)[O-].[Na+], predict the reaction product. The product is: [F:13][C:9]1[N:8]=[CH:7][C:6]([C:3]2[CH:4]=[CH:5][S:1][CH:2]=2)=[CH:11][N:10]=1. (7) Given the reactants Br[C:2]1[CH:7]=[CH:6][C:5]([F:8])=[CH:4][C:3]=1[F:9].[Li]CCCC.[N:15]1[CH:20]=[C:19]([C:21]([C:23]2[CH:28]=[CH:27][C:26]([C:29]3[CH:34]=[CH:33][C:32]([O:35][C:36]([F:39])([F:38])[F:37])=[CH:31][CH:30]=3)=[CH:25][N:24]=2)=[O:22])[CH:18]=[N:17][CH:16]=1, predict the reaction product. The product is: [F:9][C:3]1[CH:4]=[C:5]([F:8])[CH:6]=[CH:7][C:2]=1[C:21]([C:19]1[CH:20]=[N:15][CH:16]=[N:17][CH:18]=1)([C:23]1[CH:28]=[CH:27][C:26]([C:29]2[CH:34]=[CH:33][C:32]([O:35][C:36]([F:39])([F:38])[F:37])=[CH:31][CH:30]=2)=[CH:25][N:24]=1)[OH:22]. (8) Given the reactants Br[C:2]1[S:6][C:5]([C:7]2[S:8][C:9](Br)=[CH:10][CH:11]=2)=[CH:4][CH:3]=1.[Si:13]([O:20][CH2:21][CH2:22][CH2:23][CH2:24][CH2:25][CH2:26][C:27]1[CH:32]=[CH:31][C:30](B2OC(C)(C)C(C)(C)O2)=[CH:29][CH:28]=1)([C:16]([CH3:19])([CH3:18])[CH3:17])([CH3:15])[CH3:14].[C:42](=[O:45])([O-])[O-].[K+].[K+], predict the reaction product. The product is: [Si:13]([O:45][CH2:42][CH2:22][CH2:23][CH2:24][CH2:25][CH2:26][C:27]1[CH:28]=[CH:29][C:30]([C:2]2[S:6][C:5]([C:7]3[S:8][C:9]([C:30]4[CH:29]=[CH:28][C:27]([CH2:26][CH2:25][CH2:24][CH2:23][CH2:22][CH2:21][O:20][Si:13]([C:16]([CH3:17])([CH3:18])[CH3:19])([CH3:14])[CH3:15])=[CH:32][CH:31]=4)=[CH:10][CH:11]=3)=[CH:4][CH:3]=2)=[CH:31][CH:32]=1)([C:16]([CH3:17])([CH3:18])[CH3:19])([CH3:15])[CH3:14]. (9) Given the reactants [OH:1][NH:2][C:3](=[NH:10])[CH2:4][CH:5]([O:8][CH3:9])[O:6][CH3:7].[F:11][C:12]1[CH:20]=[CH:19][C:15]([C:16](O)=O)=[CH:14][CH:13]=1, predict the reaction product. The product is: [CH3:7][O:6][CH:5]([O:8][CH3:9])[CH2:4][C:3]1[N:10]=[C:16]([C:15]2[CH:19]=[CH:20][C:12]([F:11])=[CH:13][CH:14]=2)[O:1][N:2]=1. (10) Given the reactants [NH2:1][C:2]1[CH:3]=[C:4]([CH:20]=[CH:21][CH:22]=1)[CH2:5][O:6][C:7]1[CH:12]=[CH:11][C:10]([C:13](=[O:15])[CH3:14])=[C:9]([OH:16])[C:8]=1[CH2:17][CH2:18][CH3:19].Br[C:24]1[CH:31]=[CH:30][C:27]([C:28]#[N:29])=[CH:26][CH:25]=1.C(=O)([O-])[O-].[Cs+].[Cs+].C1OCCOCCOCCOCCOCCOC1.C1(P(C2C=CC=CC=2)C2C=CC3C(=CC=CC=3)C=2C2C3C(=CC=CC=3)C=CC=2P(C2C=CC=CC=2)C2C=CC=CC=2)C=CC=CC=1.C(O)(=O)CC(CC(O)=O)(C(O)=O)O, predict the reaction product. The product is: [C:13]([C:10]1[CH:11]=[CH:12][C:7]([O:6][CH2:5][C:4]2[CH:3]=[C:2]([NH:1][C:24]3[CH:31]=[CH:30][C:27]([C:28]#[N:29])=[CH:26][CH:25]=3)[CH:22]=[CH:21][CH:20]=2)=[C:8]([CH2:17][CH2:18][CH3:19])[C:9]=1[OH:16])(=[O:15])[CH3:14].